This data is from NCI-60 drug combinations with 297,098 pairs across 59 cell lines. The task is: Regression. Given two drug SMILES strings and cell line genomic features, predict the synergy score measuring deviation from expected non-interaction effect. (1) Drug 1: C1=CC(=CC=C1CCCC(=O)O)N(CCCl)CCCl. Cell line: HCT-15. Synergy scores: CSS=-1.48, Synergy_ZIP=-9.65, Synergy_Bliss=-8.56, Synergy_Loewe=-9.69, Synergy_HSA=-9.77. Drug 2: CC1C(C(CC(O1)OC2CC(OC(C2O)C)OC3=CC4=CC5=C(C(=O)C(C(C5)C(C(=O)C(C(C)O)O)OC)OC6CC(C(C(O6)C)O)OC7CC(C(C(O7)C)O)OC8CC(C(C(O8)C)O)(C)O)C(=C4C(=C3C)O)O)O)O. (2) Drug 1: C1CCC(CC1)NC(=O)N(CCCl)N=O. Drug 2: CC1C(C(CC(O1)OC2CC(CC3=C2C(=C4C(=C3O)C(=O)C5=CC=CC=C5C4=O)O)(C(=O)C)O)N)O. Cell line: HOP-62. Synergy scores: CSS=38.5, Synergy_ZIP=1.28, Synergy_Bliss=-2.05, Synergy_Loewe=-20.0, Synergy_HSA=-2.24. (3) Drug 1: CCC1=C2CN3C(=CC4=C(C3=O)COC(=O)C4(CC)O)C2=NC5=C1C=C(C=C5)O. Drug 2: B(C(CC(C)C)NC(=O)C(CC1=CC=CC=C1)NC(=O)C2=NC=CN=C2)(O)O. Cell line: MALME-3M. Synergy scores: CSS=62.3, Synergy_ZIP=-2.21, Synergy_Bliss=0.0845, Synergy_Loewe=-0.546, Synergy_HSA=0.0468. (4) Drug 1: CC12CCC(CC1=CCC3C2CCC4(C3CC=C4C5=CN=CC=C5)C)O. Drug 2: C1CNP(=O)(OC1)N(CCCl)CCCl. Cell line: CCRF-CEM. Synergy scores: CSS=1.47, Synergy_ZIP=-1.17, Synergy_Bliss=-2.85, Synergy_Loewe=-12.3, Synergy_HSA=-5.60.